This data is from Peptide-MHC class I binding affinity with 185,985 pairs from IEDB/IMGT. The task is: Regression. Given a peptide amino acid sequence and an MHC pseudo amino acid sequence, predict their binding affinity value. This is MHC class I binding data. The peptide sequence is QECNNMHLST. The MHC is HLA-B40:01 with pseudo-sequence HLA-B40:01. The binding affinity (normalized) is 0.110.